From a dataset of Merck oncology drug combination screen with 23,052 pairs across 39 cell lines. Regression. Given two drug SMILES strings and cell line genomic features, predict the synergy score measuring deviation from expected non-interaction effect. (1) Drug 1: N#Cc1ccc(Cn2cncc2CN2CCN(c3cccc(Cl)c3)C(=O)C2)cc1. Drug 2: C=CCn1c(=O)c2cnc(Nc3ccc(N4CCN(C)CC4)cc3)nc2n1-c1cccc(C(C)(C)O)n1. Cell line: NCIH23. Synergy scores: synergy=8.08. (2) Drug 1: O=S1(=O)NC2(CN1CC(F)(F)F)C1CCC2Cc2cc(C=CCN3CCC(C(F)(F)F)CC3)ccc2C1. Drug 2: N#Cc1ccc(Cn2cncc2CN2CCN(c3cccc(Cl)c3)C(=O)C2)cc1. Cell line: MSTO. Synergy scores: synergy=0.975. (3) Drug 1: CN1C(=O)C=CC2(C)C3CCC4(C)C(NC(=O)OCC(F)(F)F)CCC4C3CCC12. Drug 2: O=S1(=O)NC2(CN1CC(F)(F)F)C1CCC2Cc2cc(C=CCN3CCC(C(F)(F)F)CC3)ccc2C1. Cell line: SKOV3. Synergy scores: synergy=20.6. (4) Drug 1: Cc1nc(Nc2ncc(C(=O)Nc3c(C)cccc3Cl)s2)cc(N2CCN(CCO)CC2)n1. Drug 2: NC1CCCCC1N.O=C(O)C(=O)O.[Pt+2]. Cell line: OV90. Synergy scores: synergy=-23.5. (5) Drug 1: O=S1(=O)NC2(CN1CC(F)(F)F)C1CCC2Cc2cc(C=CCN3CCC(C(F)(F)F)CC3)ccc2C1. Drug 2: CCN(CC)CCNC(=O)c1c(C)[nH]c(C=C2C(=O)Nc3ccc(F)cc32)c1C. Cell line: A427. Synergy scores: synergy=11.5. (6) Drug 1: NC1(c2ccc(-c3nc4ccn5c(=O)[nH]nc5c4cc3-c3ccccc3)cc2)CCC1. Drug 2: COC1CC2CCC(C)C(O)(O2)C(=O)C(=O)N2CCCCC2C(=O)OC(C(C)CC2CCC(OP(C)(C)=O)C(OC)C2)CC(=O)C(C)C=C(C)C(O)C(OC)C(=O)C(C)CC(C)C=CC=CC=C1C. Cell line: LNCAP. Synergy scores: synergy=14.3.